Dataset: Catalyst prediction with 721,799 reactions and 888 catalyst types from USPTO. Task: Predict which catalyst facilitates the given reaction. (1) The catalyst class is: 3. Product: [Cl:1][C:2]1[CH:3]=[C:4]2[C:12](=[O:13])[C:11]3[CH:14]=[C:15]([Cl:22])[N:16]=[CH:17][C:10]=3[CH:9]=[CH:8][C:5]2=[N:6][CH:7]=1. Reactant: [Cl:1][C:2]1[CH:3]=[C:4]2[C:12](=[O:13])[C:11]3[CH:14]=[C:15](OC)[N:16]=[CH:17][C:10]=3[CH:9]=[CH:8][C:5]2=[N:6][CH:7]=1.O=P(Cl)(Cl)[Cl:22].C([O-])(O)=O.[Na+]. (2) Reactant: CC(N)[C@H]1O[C@H](O[C@H]2[C@H](O)[C@@H](O[C@H]3OC[C@@](O)(C)[C@H](NC)[C@H]3O)[C@H](N)C[C@@H]2N)[C@H](N)CC1.[CH3:33][CH:34]([NH:64][CH3:65])[C@H:35]1[O:40][C@H:39]([O:41][C@H:42]2[C@H:47]([OH:48])[C@@H:46]([O:49][C@H:50]3[O:55][CH2:54][C@@:53]([OH:57])([CH3:56])[C@H:52]([NH:58][CH3:59])[C@H:51]3[OH:60])[C@H:45]([NH2:61])[CH2:44][C@@H:43]2[NH2:62])[C@H:38]([NH2:63])[CH2:37][CH2:36]1.C[C@@]1(O)[C@H](NC)[C@@H](O)[C@@H](O[C@@H]2[C@@H](O)[C@H](O[C@H]3O[C@H](CN)CC[C@H]3N)[C@@H](N)C[C@H]2N)OC1.OS(O)(=O)=O.C(O)(=O)C. Product: [CH3:33][C@@H:34]([NH:64][CH3:65])[C@H:35]1[O:40][C@H:39]([O:41][C@H:42]2[C@H:47]([OH:48])[C@@H:46]([O:49][C@H:50]3[O:55][CH2:54][C@@:53]([OH:57])([CH3:56])[C@H:52]([NH:58][CH3:59])[C@H:51]3[OH:60])[C@H:45]([NH2:61])[CH2:44][C@@H:43]2[NH2:62])[C@H:38]([NH2:63])[CH2:37][CH2:36]1. The catalyst class is: 6. (3) The catalyst class is: 8. Reactant: C([O:3][C:4](=[O:18])[CH2:5][CH2:6][N:7]1[CH:11]=[C:10]([C:12]2[CH:17]=[CH:16][CH:15]=[CH:14][CH:13]=2)[N:9]=[CH:8]1)C.[OH-].[Na+].CCOC(C)=O. Product: [C:12]1([C:10]2[N:9]=[CH:8][N:7]([CH2:6][CH2:5][C:4]([OH:18])=[O:3])[CH:11]=2)[CH:13]=[CH:14][CH:15]=[CH:16][CH:17]=1. (4) Reactant: [CH3:1]NCCN(C)C.C([Li])CCC.C1CCCCC1.[F:19][C:20]([F:35])([F:34])[C:21]1[CH:26]=[CH:25][C:24]([C:27]2[S:31][C:30]([CH:32]=[O:33])=[CH:29][CH:28]=2)=[CH:23][CH:22]=1.IC. Product: [CH3:1][C:29]1[CH:28]=[C:27]([C:24]2[CH:23]=[CH:22][C:21]([C:20]([F:34])([F:19])[F:35])=[CH:26][CH:25]=2)[S:31][C:30]=1[CH:32]=[O:33]. The catalyst class is: 1. (5) Reactant: [CH3:1][O:2][C:3]([O:5][CH2:6][C@:7]12[C:20](=[O:21])[CH:19]([C:22]([O:24][CH3:25])=[O:23])[CH2:18][CH2:17][C@@H:16]1[C@:15]1([CH3:26])[CH:10]([C:11]([CH3:28])([CH3:27])[CH2:12][CH2:13][CH2:14]1)[CH2:9][CH2:8]2)=[O:4].[Zn](CC)[CH2:30]C.C(I)I. Product: [CH3:1][O:2][C:3]([O:5][CH2:6][C@:7]12[C:20](=[O:21])[CH2:30][CH:19]([C:22]([O:24][CH3:25])=[O:23])[CH2:18][CH2:17][C@@H:16]1[C@:15]1([CH3:26])[CH:10]([CH2:9][CH2:8]2)[C:11]([CH3:28])([CH3:27])[CH2:12][CH2:13][CH2:14]1)=[O:4]. The catalyst class is: 26. (6) Reactant: Br[C:2]1[CH:7]=[CH:6][CH:5]=[C:4]([F:8])[C:3]=1[CH:9]=[CH2:10].C([Li])CCC.CN(C)[CH:18]=[O:19].O. Product: [F:8][C:4]1[C:3]([CH:9]=[CH2:10])=[C:2]([CH:7]=[CH:6][CH:5]=1)[CH:18]=[O:19]. The catalyst class is: 1. (7) Reactant: [Br:1][C:2]1[CH:3]=[C:4]([CH3:13])[C:5]([N:10]=[C:11]=[O:12])=[C:6]([CH2:8][CH3:9])[CH:7]=1.Cl.[Cl:15][CH2:16][CH2:17][NH2:18].O. Product: [Br:1][C:2]1[CH:3]=[C:4]([CH3:13])[C:5]([NH:10][C:11]([NH:18][CH2:17][CH2:16][Cl:15])=[O:12])=[C:6]([CH2:8][CH3:9])[CH:7]=1. The catalyst class is: 1. (8) Reactant: Cl.[Br:2][C:3]1[CH:12]=[C:11]2[C:6]([CH2:7][CH2:8][NH:9][CH2:10]2)=[CH:5][CH:4]=1.[C:13]([O-:16])([O-])=[O:14].[Na+].[Na+]. Product: [C:6]([O:16][C:13]([N:9]1[CH2:8][CH2:7][C:6]2[C:11](=[CH:12][C:3]([Br:2])=[CH:4][CH:5]=2)[CH2:10]1)=[O:14])([CH3:11])([CH3:7])[CH3:5]. The catalyst class is: 34. (9) Reactant: [F:1][C:2]1[C:3]([C:24]([O:26]C)=[O:25])=[N:4][CH:5]=[CH:6][C:7]=1[S:8][C:9]1[S:13][C:12]([NH:14][C:15]2[CH:20]=[CH:19][C:18]([CH2:21][O:22][CH3:23])=[CH:17][N:16]=2)=[N:11][CH:10]=1.[OH-].[Na+].O.Cl. Product: [F:1][C:2]1[C:3]([C:24]([OH:26])=[O:25])=[N:4][CH:5]=[CH:6][C:7]=1[S:8][C:9]1[S:13][C:12]([NH:14][C:15]2[CH:20]=[CH:19][C:18]([CH2:21][O:22][CH3:23])=[CH:17][N:16]=2)=[N:11][CH:10]=1. The catalyst class is: 1.